This data is from TCR-epitope binding with 47,182 pairs between 192 epitopes and 23,139 TCRs. The task is: Binary Classification. Given a T-cell receptor sequence (or CDR3 region) and an epitope sequence, predict whether binding occurs between them. (1) The epitope is IYSKHTPINL. The TCR CDR3 sequence is CASSFGGGYREAFF. Result: 0 (the TCR does not bind to the epitope). (2) The epitope is RAKFKQLL. The TCR CDR3 sequence is CASSKLLYEQYF. Result: 0 (the TCR does not bind to the epitope). (3) The epitope is LLWNGPMAV. The TCR CDR3 sequence is CASSPTGGELFF. Result: 0 (the TCR does not bind to the epitope). (4) The epitope is FVDGVPFVV. The TCR CDR3 sequence is CASSLYTLAGPTSFRETQYF. Result: 1 (the TCR binds to the epitope). (5) The epitope is KPLEFGATSAAL. The TCR CDR3 sequence is CASSLNLPGEQYF. Result: 1 (the TCR binds to the epitope). (6) The epitope is GTSGSPIINR. The TCR CDR3 sequence is CASSPRQVNYNEQFF. Result: 0 (the TCR does not bind to the epitope). (7) The epitope is FLKEKGGL. The TCR CDR3 sequence is CASSQVLGGGITGELFF. Result: 0 (the TCR does not bind to the epitope). (8) The epitope is VLWAHGFEL. The TCR CDR3 sequence is CAISESGLAGDNEQFF. Result: 1 (the TCR binds to the epitope).